Predict the reaction yield, written as a fraction of the theoretical maximum amount of product (1.0 means a 100% yield; for example, 0.34 means a 34% yield). From a dataset of Reaction yield outcomes from USPTO patents with 853,638 reactions. The product is [NH2:46][CH:2]1[CH2:7][CH2:6][CH:5]([C@H:8]([NH:10][C:11]2[N:16]=[C:15]([C:17]3[C:25]4[C:20](=[N:21][CH:22]=[C:23]([C:26]([F:29])([F:28])[F:27])[CH:24]=4)[N:19]([S:30]([C:33]4[CH:39]=[CH:38][C:36]([CH3:37])=[CH:35][CH:34]=4)(=[O:32])=[O:31])[CH:18]=3)[C:14]([C:40]#[N:41])=[CH:13][N:12]=2)[CH3:9])[CH2:4][CH2:3]1. The catalyst is CO.ClCCl. The yield is 0.900. The reactants are O=[C:2]1[CH2:7][CH2:6][CH:5]([C@H:8]([NH:10][C:11]2[N:16]=[C:15]([C:17]3[C:25]4[C:20](=[N:21][CH:22]=[C:23]([C:26]([F:29])([F:28])[F:27])[CH:24]=4)[N:19]([S:30]([C:33]4[CH:39]=[CH:38][C:36]([CH3:37])=[CH:35][CH:34]=4)(=[O:32])=[O:31])[CH:18]=3)[C:14]([C:40]#[N:41])=[CH:13][N:12]=2)[CH3:9])[CH2:4][CH2:3]1.C([O-])(=O)C.[NH4+:46].C(O[BH-](OC(=O)C)OC(=O)C)(=O)C.[Na+].